Dataset: Catalyst prediction with 721,799 reactions and 888 catalyst types from USPTO. Task: Predict which catalyst facilitates the given reaction. (1) Reactant: [C:1]([N:4]1[CH2:9][CH2:8][C:7]([C:13]2[CH:18]=[CH:17][C:16]([NH:19][C:20]([C:22]3[NH:23][CH:24]=[C:25]([C:27]#[N:28])[N:26]=3)=[O:21])=[C:15]([C:29]3[CH2:34][CH2:33][C:32]([CH3:36])([CH3:35])[CH2:31][CH:30]=3)[CH:14]=2)([N:10]=[N+]=[N-])[CH2:6][CH2:5]1)(=[O:3])[CH3:2].[C:37]([OH:40])(=[O:39])[CH3:38]. Product: [C:37]([OH:40])(=[O:39])[CH3:38].[C:1]([N:4]1[CH2:5][CH2:6][C:7]([C:13]2[CH:18]=[CH:17][C:16]([NH:19][C:20]([C:22]3[NH:23][CH:24]=[C:25]([C:27]#[N:28])[N:26]=3)=[O:21])=[C:15]([C:29]3[CH2:34][CH2:33][C:32]([CH3:36])([CH3:35])[CH2:31][CH:30]=3)[CH:14]=2)([NH2:10])[CH2:8][CH2:9]1)(=[O:3])[CH3:2]. The catalyst class is: 324. (2) Reactant: [CH:1]1([NH:4][C:5]([NH:7][C:8]2[CH:13]=[CH:12][C:11]([O:14][C:15]3[CH:20]=[CH:19][N:18]=[C:17]4[CH:21]=[C:22]([C:24]5[CH:29]=[CH:28][C:27]([CH2:30][NH:31][CH2:32][CH2:33][O:34][CH3:35])=[CH:26][N:25]=5)[S:23][C:16]=34)=[C:10]([F:36])[CH:9]=2)=[O:6])[CH2:3][CH2:2]1.Cl[C:38]([O:40][CH3:41])=[O:39].CCN(C(C)C)C(C)C. Product: [CH:1]1([NH:4][C:5](=[O:6])[NH:7][C:8]2[CH:13]=[CH:12][C:11]([O:14][C:15]3[CH:20]=[CH:19][N:18]=[C:17]4[CH:21]=[C:22]([C:24]5[N:25]=[CH:26][C:27]([CH2:30][N:31]([CH2:32][CH2:33][O:34][CH3:35])[C:38](=[O:39])[O:40][CH3:41])=[CH:28][CH:29]=5)[S:23][C:16]=34)=[C:10]([F:36])[CH:9]=2)[CH2:3][CH2:2]1. The catalyst class is: 1. (3) Reactant: Br/[CH:2]=[CH:3]/[C:4]1[CH:9]=[CH:8][C:7]([O:10][CH3:11])=[CH:6][C:5]=1[F:12].C([Li])(C)(C)C.[CH2:18]([O:25][C:26]1[CH:27]=[C:28]2[C:33](=[CH:34][C:35]=1[O:36][CH3:37])[CH:32]=[N:31][CH2:30][CH2:29]2)[C:19]1[CH:24]=[CH:23][CH:22]=[CH:21][CH:20]=1.C[Si](Cl)(C)C. Product: [CH2:18]([O:25][C:26]1[CH:27]=[C:28]2[C:33](=[CH:34][C:35]=1[O:36][CH3:37])[CH:32](/[CH:2]=[CH:3]/[C:4]1[CH:9]=[CH:8][C:7]([O:10][CH3:11])=[CH:6][C:5]=1[F:12])[NH:31][CH2:30][CH2:29]2)[C:19]1[CH:24]=[CH:23][CH:22]=[CH:21][CH:20]=1. The catalyst class is: 332. (4) Reactant: Cl[C:2]1[C:11]2[C:6](=[CH:7][CH:8]=[C:9]([C:12]([N:14]3[CH2:17][C:16]([F:19])([F:18])[CH2:15]3)=[O:13])[CH:10]=2)[C:5]([NH2:20])=[N:4][CH:3]=1.[CH3:21][N:22]1[C:30]2[C:25](=[CH:26][C:27](B3OC(C)(C)C(C)(C)O3)=[CH:28][CH:29]=2)[CH2:24][C:23]1=[O:40].CC([O-])=O.[K+].CN(C)C=O. Product: [NH2:20][C:5]1[C:6]2[C:11](=[CH:10][C:9]([C:12]([N:14]3[CH2:17][C:16]([F:19])([F:18])[CH2:15]3)=[O:13])=[CH:8][CH:7]=2)[C:2]([C:27]2[CH:26]=[C:25]3[C:30](=[CH:29][CH:28]=2)[N:22]([CH3:21])[C:23](=[O:40])[CH2:24]3)=[CH:3][N:4]=1. The catalyst class is: 6.